From a dataset of Experimentally validated miRNA-target interactions with 360,000+ pairs, plus equal number of negative samples. Binary Classification. Given a miRNA mature sequence and a target amino acid sequence, predict their likelihood of interaction. The miRNA is hsa-miR-149-3p with sequence AGGGAGGGACGGGGGCUGUGC. The protein sequence of the target gene is MTSVTRSEIIDEKGPVMSKTHDHQLESSLSPVEVFAKTSASLEMNQGVSEERIHLGSSPKKGGNCDLSHQERLQSKSLHLSPQEQSASYQDRRQSWRRASMKETNRRKSLHPIHQGITELSRSISVDLAESKRLGCLLLSSFQFSIQKLEPFLRDTKGFSLESFRAKASSLSEELKHFADGLETDGTLQKCFEDSNGKASDFSLEASVAEMKEYITKFSLERQTWDQLLLHYQQEAKEILSRGSTEAKITEVKVEPMTYLGSSQNEVLNTKPDYQKILQNQSKVFDCMELVMDELQGSVK.... Result: 1 (interaction).